This data is from Reaction yield outcomes from USPTO patents with 853,638 reactions. The task is: Predict the reaction yield, written as a fraction of the theoretical maximum amount of product (1.0 means a 100% yield; for example, 0.34 means a 34% yield). (1) The reactants are [C:1]12([CH2:11][OH:12])[CH2:10][CH:5]3[CH2:6][CH:7]([CH2:9][CH:3]([CH2:4]3)[CH2:2]1)[CH2:8]2.[C:13]([OH:17])(=[O:16])[CH:14]=[CH2:15]. No catalyst specified. The product is [C:13]([O:17][CH:2]([O:12][CH2:11][C:1]12[CH2:8][CH:7]3[CH2:6][CH:5]([CH2:4][CH:3]([CH2:9]3)[CH2:2]1)[CH2:10]2)[CH:1]([CH3:10])[CH3:8])(=[O:16])[CH:14]=[CH2:15]. The yield is 0.780. (2) The reactants are [Br:1][C:2]1[S:3][CH:4]=[CH:5][C:6]=1[C:7]([OH:9])=[O:8].[C:10](Cl)(=O)C(Cl)=O. The catalyst is C(Cl)Cl.CN(C=O)C. The product is [Br:1][C:2]1[S:3][CH:4]=[CH:5][C:6]=1[C:7]([O:9][CH3:10])=[O:8]. The yield is 0.980. (3) The reactants are [CH:1]1([CH2:4][O:5][C:6]2[CH:7]=[CH:8][C:9]3[O:13][C:12]([CH:14]([NH:18][C:19]4[N:24]=[CH:23][C:22]([C:25]([N:27]([CH3:35])[CH2:28][CH2:29][C:30]([O:32]CC)=[O:31])=[O:26])=[CH:21][CH:20]=4)[CH:15]([CH3:17])[CH3:16])=[C:11]([CH3:36])[C:10]=3[CH:37]=2)[CH2:3][CH2:2]1. The catalyst is C(O)C.O1CCCC1.[OH-].[Na+]. The product is [CH:1]1([CH2:4][O:5][C:6]2[CH:7]=[CH:8][C:9]3[O:13][C:12]([CH:14]([NH:18][C:19]4[N:24]=[CH:23][C:22]([C:25]([N:27]([CH3:35])[CH2:28][CH2:29][C:30]([OH:32])=[O:31])=[O:26])=[CH:21][CH:20]=4)[CH:15]([CH3:17])[CH3:16])=[C:11]([CH3:36])[C:10]=3[CH:37]=2)[CH2:2][CH2:3]1. The yield is 0.800. (4) The reactants are [CH3:1][Mg]Br.[CH2:4]([O:6][P:7]([N:12]1[CH:18]2[CH:13]1[CH2:14][CH2:15][N:16]([C:19]([O:21][CH2:22][C:23]1[CH:28]=[CH:27][CH:26]=[CH:25][CH:24]=1)=[O:20])[CH2:17]2)([O:9][CH2:10][CH3:11])=[O:8])[CH3:5]. The catalyst is C1COCC1.[Cu]I. The product is [CH2:4]([O:6][P:7]([NH:12][CH:18]1[CH:13]([CH3:1])[CH2:14][CH2:15][N:16]([C:19]([O:21][CH2:22][C:23]2[CH:28]=[CH:27][CH:26]=[CH:25][CH:24]=2)=[O:20])[CH2:17]1)([O:9][CH2:10][CH3:11])=[O:8])[CH3:5]. The yield is 0.350.